From a dataset of Full USPTO retrosynthesis dataset with 1.9M reactions from patents (1976-2016). Predict the reactants needed to synthesize the given product. Given the product [OH:48][C:49]1[CH:50]=[C:51]([C:2]2[N:7]=[C:6]([C:8]([NH2:33])=[O:10])[C:5]3[NH:13][C:26](=[O:28])[CH2:25][N:16]([C:17]4[CH:22]=[CH:21][CH:20]=[CH:19][C:18]=4[O:23][CH3:24])[C:4]=3[N:3]=2)[CH:52]=[CH:53][CH:54]=1, predict the reactants needed to synthesize it. The reactants are: Cl[C:2]1[N:7]=[C:6]([C:8]([O:10]CC)=O)[CH:5]([N+:13]([O-])=O)[CH:4]([N:16]([CH2:25][C:26]([O:28]CC)=O)[C:17]2[CH:22]=[CH:21][CH:20]=[CH:19][C:18]=2[O:23][CH3:24])[N:3]=1.ClC1N=C(C(OCC)=O)C([N+]([O-])=O)=C(Cl)[N:33]=1.C[O:48][C:49]1[CH:54]=[CH:53][CH:52]=[CH:51][C:50]=1NCC(OCC)=O.C(N(C(C)C)CC)(C)C.